From a dataset of Forward reaction prediction with 1.9M reactions from USPTO patents (1976-2016). Predict the product of the given reaction. Given the reactants [CH2:1]([C@H:8]1[C@H:29]([OH:30])[CH2:28][NH:27][C@H:26]2[C@H:18]([CH2:19][C:20]3[CH:21]=[CH:22][C:23]([O:31][CH3:32])=[CH:24][C:25]=32)OC[CH2:15][CH2:14][CH2:13][CH2:12][C@H:11]([N:33]([CH3:43])[S:34]([CH2:37][CH2:38][C:39]([F:42])([F:41])[F:40])(=[O:36])=[O:35])[C:10](=[O:44])[NH:9]1)[C:2]1[CH:7]=[CH:6][CH:5]=[CH:4][CH:3]=1.[C:45](O)(C(F)(F)F)=[O:46], predict the reaction product. The product is: [CH2:1]([C@@H:8]1[NH:9][C:10](=[O:44])[C@@H:11]([N:33]([CH3:43])[S:34]([CH2:37][CH2:38][C:39]([F:42])([F:40])[F:41])(=[O:35])=[O:36])[CH2:12][CH:13]=[CH:14][CH2:15][O:46][CH2:45][C@@H:19]2[CH2:18][C@@H:26]([C:21]3[CH:22]=[C:23]([O:31][CH3:32])[CH:24]=[CH:25][C:20]=32)[NH:27][CH2:28][C@H:29]1[OH:30])[C:2]1[CH:7]=[CH:6][CH:5]=[CH:4][CH:3]=1.